Task: Predict the reactants needed to synthesize the given product.. Dataset: Full USPTO retrosynthesis dataset with 1.9M reactions from patents (1976-2016) (1) Given the product [Si:1]([O:8][CH2:9][C:10]1[N:15]=[CH:14][C:13]2[N:16]=[CH:17][N:18]([C:19]3[S:23][C:22]([C:24]([O:26][CH3:27])=[O:25])=[C:21]([O:28][CH:36]([C:31]4[CH:32]=[CH:33][CH:34]=[CH:35][C:30]=4[F:29])[CH3:37])[CH:20]=3)[C:12]=2[CH:11]=1)([C:4]([CH3:5])([CH3:6])[CH3:7])([CH3:2])[CH3:3], predict the reactants needed to synthesize it. The reactants are: [Si:1]([O:8][CH2:9][C:10]1[N:15]=[CH:14][C:13]2[N:16]=[CH:17][N:18]([C:19]3[S:23][C:22]([C:24]([O:26][CH3:27])=[O:25])=[C:21]([OH:28])[CH:20]=3)[C:12]=2[CH:11]=1)([C:4]([CH3:7])([CH3:6])[CH3:5])([CH3:3])[CH3:2].[F:29][C:30]1[CH:35]=[CH:34][CH:33]=[CH:32][C:31]=1[CH:36](O)[CH3:37].C1(P(C2C=CC=CC=2)C2C=CC=CC=2)C=CC=CC=1.N(C(OC(C)(C)C)=O)=NC(OC(C)(C)C)=O. (2) The reactants are: [H-].[Na+].[SH:3][CH2:4][C:5]([O:7]C)=O.[NH2:9][C:10]1[CH:15]=[C:14]([Cl:16])[N:13]=[N:12][C:11]=1Cl. Given the product [Cl:16][C:14]1[N:13]=[N:12][C:11]2[S:3][CH2:4][C:5](=[O:7])[NH:9][C:10]=2[CH:15]=1, predict the reactants needed to synthesize it. (3) Given the product [CH3:18][O:17][C:14]1[CH:15]=[CH:16][C:11]([C:9]2[N:10]=[C:4]3[CH:3]=[C:2]([NH:20][CH3:19])[CH:7]=[CH:6][N:5]3[CH:8]=2)=[CH:12][CH:13]=1, predict the reactants needed to synthesize it. The reactants are: Br[C:2]1[CH:7]=[CH:6][N:5]2[CH:8]=[C:9]([C:11]3[CH:16]=[CH:15][C:14]([O:17][CH3:18])=[CH:13][CH:12]=3)[N:10]=[C:4]2[CH:3]=1.[CH3:19][NH2:20]. (4) Given the product [OH:39][NH:38][C:26](=[O:28])/[CH:25]=[CH:24]/[C:21]1[CH:20]=[CH:19][C:18](/[CH:17]=[CH:16]/[C:15]([C:10]2[CH:11]=[CH:12][CH:13]=[CH:14][C:9]=2[N:6]2[CH2:5][CH2:4][N:3]([CH3:2])[CH2:8][CH2:7]2)=[O:29])=[CH:23][N:22]=1, predict the reactants needed to synthesize it. The reactants are: Cl.[CH3:2][N:3]1[CH2:8][CH2:7][N:6]([C:9]2[CH:14]=[CH:13][CH:12]=[CH:11][C:10]=2[C:15](=[O:29])/[CH:16]=[CH:17]/[C:18]2[CH:19]=[CH:20][C:21](/[CH:24]=[CH:25]/[C:26]([OH:28])=O)=[N:22][CH:23]=2)[CH2:5][CH2:4]1.C1C=CC2[N:38]([OH:39])N=NC=2C=1.C(Cl)CCl.NOC1CCCCO1. (5) Given the product [NH2:31][CH2:29][C:28]([C:7]1[CH:8]=[C:9]([C:11]2[N:12]([CH2:21][CH:22]3[CH2:27][CH2:26][CH2:25][CH2:24][CH2:23]3)[C:13]([CH3:20])=[C:14]([S:16]([NH2:17])(=[O:19])=[O:18])[CH:15]=2)[CH:10]=[C:5]([C:1]([CH3:2])([CH3:3])[CH3:4])[CH:6]=1)([CH3:32])[CH3:33], predict the reactants needed to synthesize it. The reactants are: [C:1]([C:5]1[CH:6]=[C:7]([C:28]([CH3:33])([CH3:32])[C:29]([NH2:31])=O)[CH:8]=[C:9]([C:11]2[N:12]([CH2:21][CH:22]3[CH2:27][CH2:26][CH2:25][CH2:24][CH2:23]3)[C:13]([CH3:20])=[C:14]([S:16](=[O:19])(=[O:18])[NH2:17])[CH:15]=2)[CH:10]=1)([CH3:4])([CH3:3])[CH3:2]. (6) Given the product [CH:1]1([C@@H:7]2[CH2:12][C@@H:11]([C:13]3[O:17][NH:16][C:15](=[O:18])[CH:14]=3)[CH2:10][CH2:9][NH:8]2)[CH2:2][CH2:3][CH2:4][CH2:5][CH2:6]1, predict the reactants needed to synthesize it. The reactants are: [CH:1]1([C@@H:7]2[CH2:12][C@@H:11]([C:13]3[O:17][NH:16][C:15](=[O:18])[CH:14]=3)[CH2:10][CH2:9][N:8]2C(OC)=O)[CH2:6][CH2:5][CH2:4][CH2:3][CH2:2]1. (7) Given the product [F:9][C:8]([F:11])([F:10])[C:7]1[C:2]([NH:28][C:29]2[CH:30]=[CH:31][CH:32]=[C:33]3[C:37]=2[C:36](=[O:38])[N:35]([CH3:39])[C:34]3([CH3:40])[CH3:41])=[N:3][C:4]([NH:12][C:13]2[CH:27]=[CH:26][C:16]([CH2:17][P:18](=[O:25])([O:22][CH2:23][CH3:24])[O:19][CH2:20][CH3:21])=[CH:15][CH:14]=2)=[N:5][CH:6]=1, predict the reactants needed to synthesize it. The reactants are: Cl[C:2]1[C:7]([C:8]([F:11])([F:10])[F:9])=[CH:6][N:5]=[C:4]([NH:12][C:13]2[CH:27]=[CH:26][C:16]([CH2:17][P:18](=[O:25])([O:22][CH2:23][CH3:24])[O:19][CH2:20][CH3:21])=[CH:15][CH:14]=2)[N:3]=1.[NH2:28][C:29]1[CH:30]=[CH:31][CH:32]=[C:33]2[C:37]=1[C:36](=[O:38])[N:35]([CH3:39])[C:34]2([CH3:41])[CH3:40].